From a dataset of Full USPTO retrosynthesis dataset with 1.9M reactions from patents (1976-2016). Predict the reactants needed to synthesize the given product. (1) The reactants are: [Cl:1][C:2]1[C:3]2[CH:24]=[CH:23][C:22]([C:25]([F:28])([F:27])[F:26])=[CH:21][C:4]=2[S:5][C:6]=1[C:7]([NH:9][C@H:10]([CH2:14][C:15]1[CH:20]=[CH:19][CH:18]=[CH:17][CH:16]=1)[C:11]([OH:13])=[O:12])=[O:8].C(OC(=O)[C@H](CC1C=CC=CC=1)N)(C)(C)C. Given the product [Cl:1][C:2]1[C:3]2[CH:24]=[CH:23][C:22]([C:25]([F:28])([F:26])[F:27])=[CH:21][C:4]=2[S:5][C:6]=1[C:7]([NH:9][C@@H:10]([CH2:14][C:15]1[CH:20]=[CH:19][CH:18]=[CH:17][CH:16]=1)[C:11]([OH:13])=[O:12])=[O:8], predict the reactants needed to synthesize it. (2) Given the product [F:1][C:2]1[CH:7]=[CH:6][C:5]([CH2:8][CH2:9][N:10]2[CH2:15][CH2:14][C@@H:13]([CH2:17][CH3:18])[C@H:12]([CH2:19][NH2:20])[CH2:11]2)=[CH:4][CH:3]=1, predict the reactants needed to synthesize it. The reactants are: [F:1][C:2]1[CH:7]=[CH:6][C:5]([CH2:8][CH2:9][N:10]2[C:15](=O)[CH2:14][CH:13]([CH2:17][CH3:18])[CH:12]([C:19]#[N:20])[C:11]2=O)=[CH:4][CH:3]=1.B.O1CCCC1.Cl.